Dataset: Forward reaction prediction with 1.9M reactions from USPTO patents (1976-2016). Task: Predict the product of the given reaction. (1) Given the reactants [NH2:1][C:2]1[N:6]([C@H:7]2[O:19][C@@H:18]([CH2:20][O:21]C(=O)C)[C@H:13]([O:14]C(=O)C)[C@@H:8]2[O:9]C(=O)C)[N:5]=[N:4][C:3]=1[C:25]([NH2:27])=[O:26], predict the reaction product. The product is: [NH2:1][C:2]1[N:6]([C@H:7]2[O:19][C@@H:18]([CH2:20][OH:21])[C@H:13]([OH:14])[C@@H:8]2[OH:9])[N:5]=[N:4][C:3]=1[C:25]([NH2:27])=[O:26]. (2) Given the reactants [BH4-].[Na+].[O:3]1[CH:7]=[CH:6][C:5]([C:8](=[O:26])[CH:9]([CH2:15][C:16]2[CH:21]=[CH:20][C:19]([C:22]([F:25])([F:24])[F:23])=[CH:18][CH:17]=2)[C:10]([O:12][CH2:13][CH3:14])=[O:11])=[CH:4]1.Cl, predict the reaction product. The product is: [O:3]1[CH:7]=[CH:6][C:5]([CH:8]([OH:26])[CH:9]([CH2:15][C:16]2[CH:17]=[CH:18][C:19]([C:22]([F:24])([F:25])[F:23])=[CH:20][CH:21]=2)[C:10]([O:12][CH2:13][CH3:14])=[O:11])=[CH:4]1. (3) Given the reactants [CH2:1]([Mg]Cl)[C:2]1[CH:7]=[CH:6][CH:5]=[CH:4][CH:3]=1.[CH3:10][Bi:11](Br)[CH3:12].CCCCCC, predict the reaction product. The product is: [CH3:10][Bi:11]([CH2:1][C:2]1[CH:7]=[CH:6][CH:5]=[CH:4][CH:3]=1)[CH3:12]. (4) Given the reactants [O:1]=[C:2]1[CH2:7][CH2:6][N:5]([C:8]2[CH:9]=[C:10]([CH:15]=[CH:16][CH:17]=2)[C:11]([O:13][CH3:14])=[O:12])[CH2:4][CH2:3]1.[CH3:18][N:19]([CH:21](OC)OC)[CH3:20], predict the reaction product. The product is: [CH3:18][N:19]([CH:21]=[C:7]1[C:2](=[O:1])[CH2:3][CH2:4][N:5]([C:8]2[CH:9]=[C:10]([CH:15]=[CH:16][CH:17]=2)[C:11]([O:13][CH3:14])=[O:12])[CH2:6]1)[CH3:20]. (5) Given the reactants C([C:5]1[CH:18]=[CH:17][C:16]2[C:7](=[CH:8][C:9]3[C:14]([CH:15]=2)=[CH:13][C:12](C(C)(C)C)=CC=3)[CH:6]=1)(C)(C)C.[C:23]1(=[O:30])[CH:28]=[CH:27][C:26](=[O:29])[CH:25]=[CH:24]1, predict the reaction product. The product is: [C:23]1(=[O:30])[C:28]2[C:9]3[CH:8]=[C:7]4[C:16]([CH:17]=[CH:18][CH:5]=[CH:6]4)=[CH:15][C:14]=3[CH:13]=[CH:12][C:27]=2[C:26](=[O:29])[CH:25]=[CH:24]1.